Dataset: Peptide-MHC class II binding affinity with 134,281 pairs from IEDB. Task: Regression. Given a peptide amino acid sequence and an MHC pseudo amino acid sequence, predict their binding affinity value. This is MHC class II binding data. (1) The peptide sequence is YLKFLANVSTVLTGK. The MHC is DRB1_0701 with pseudo-sequence DRB1_0701. The binding affinity (normalized) is 0.795. (2) The peptide sequence is FESTGNLIAPEYGFKISY. The MHC is HLA-DQA10301-DQB10301 with pseudo-sequence HLA-DQA10301-DQB10301. The binding affinity (normalized) is 0. (3) The peptide sequence is LRTLVLAPTRVVLSE. The MHC is HLA-DQA10303-DQB10402 with pseudo-sequence HLA-DQA10303-DQB10402. The binding affinity (normalized) is 0.413. (4) The peptide sequence is LNWITKVIMGAVLIW. The MHC is DRB1_0901 with pseudo-sequence DRB1_0901. The binding affinity (normalized) is 0.539. (5) The peptide sequence is EDKFLANVSTVLTGK. The MHC is DRB1_0401 with pseudo-sequence DRB1_0401. The binding affinity (normalized) is 0.198. (6) The peptide sequence is VAISRYLGKQFGLSG. The MHC is HLA-DPA10103-DPB10301 with pseudo-sequence HLA-DPA10103-DPB10301. The binding affinity (normalized) is 0.126.